This data is from Peptide-MHC class I binding affinity with 185,985 pairs from IEDB/IMGT. The task is: Regression. Given a peptide amino acid sequence and an MHC pseudo amino acid sequence, predict their binding affinity value. This is MHC class I binding data. (1) The peptide sequence is RPLLARMPE. The MHC is HLA-B40:01 with pseudo-sequence HLA-B40:01. The binding affinity (normalized) is 0.0847. (2) The peptide sequence is RAIMATIQR. The MHC is HLA-A33:01 with pseudo-sequence HLA-A33:01. The binding affinity (normalized) is 0.180. (3) The peptide sequence is TPRRGTGTT. The MHC is HLA-B07:02 with pseudo-sequence HLA-B07:02. The binding affinity (normalized) is 0.891. (4) The peptide sequence is QCGDPSSLDY. The MHC is HLA-A23:01 with pseudo-sequence HLA-A23:01. The binding affinity (normalized) is 0. (5) The peptide sequence is FQYTMRHVL. The MHC is HLA-B27:05 with pseudo-sequence HLA-B27:05. The binding affinity (normalized) is 0.322. (6) The peptide sequence is AMTAFFGEL. The MHC is HLA-A02:01 with pseudo-sequence HLA-A02:01. The binding affinity (normalized) is 0.639.